This data is from Reaction yield outcomes from USPTO patents with 853,638 reactions. The task is: Predict the reaction yield, written as a fraction of the theoretical maximum amount of product (1.0 means a 100% yield; for example, 0.34 means a 34% yield). (1) The reactants are [C:1]([N:4]1[CH2:9][CH2:8][C:7]2[NH:10][N:11]=[C:12]([C:13]3[CH:18]=[CH:17][CH:16]=[C:15]([Cl:19])[CH:14]=3)[C:6]=2[CH2:5]1)(=[O:3])[CH3:2].[H-].[Na+].[CH3:22]I. The catalyst is CN(C=O)C.O. The product is [C:1]([N:4]1[CH2:9][CH2:8][C:7]2[N:10]([CH3:22])[N:11]=[C:12]([C:13]3[CH:18]=[CH:17][CH:16]=[C:15]([Cl:19])[CH:14]=3)[C:6]=2[CH2:5]1)(=[O:3])[CH3:2]. The yield is 0.520. (2) The reactants are CC(C)([O-])C.[Na+].[CH3:7][O:8][C:9]1[C:17]2[O:16][C:15]([CH3:19])([CH3:18])[CH2:14][C:13]=2[C:12]([CH3:20])=[C:11]([N:21]2[CH2:26][CH2:25][NH:24][CH2:23][CH2:22]2)[C:10]=1[CH3:27].Br[C:29]1[CH:34]=[CH:33][C:32]([O:35][CH2:36][CH3:37])=[CH:31][CH:30]=1.C1C=CC(P(C2C(C3C(P(C4C=CC=CC=4)C4C=CC=CC=4)=CC=C4C=3C=CC=C4)=C3C(C=CC=C3)=CC=2)C2C=CC=CC=2)=CC=1. The catalyst is C([O-])(=O)C.[Pd+2].C([O-])(=O)C.C(OCC)(=O)C.C1(C)C=CC=CC=1. The product is [CH2:36]([O:35][C:32]1[CH:33]=[CH:34][C:29]([N:24]2[CH2:25][CH2:26][N:21]([C:11]3[C:10]([CH3:27])=[C:9]([O:8][CH3:7])[C:17]4[O:16][C:15]([CH3:19])([CH3:18])[CH2:14][C:13]=4[C:12]=3[CH3:20])[CH2:22][CH2:23]2)=[CH:30][CH:31]=1)[CH3:37]. The yield is 0.220. (3) The reactants are [N+:1]([C:4]1[CH:13]=[C:12]2[C:7]([CH:8]=[CH:9][N:10]=[CH:11]2)=[CH:6][CH:5]=1)([O-])=O. The catalyst is CO.[Pd]. The product is [CH:11]1[C:12]2[C:7](=[CH:6][CH:5]=[C:4]([NH2:1])[CH:13]=2)[CH:8]=[CH:9][N:10]=1. The yield is 0.900. (4) The yield is 0.830. The reactants are C([N-]C(C)C)(C)C.[Li+].[Br:9][C:10]1[CH:15]=[CH:14][C:13]([CH2:16][C:17]#[N:18])=[C:12]([CH3:19])[CH:11]=1.Br[CH2:21][C:22]([O:24][CH3:25])=[O:23].[NH4+].[Cl-]. The product is [CH3:25][O:24][C:22](=[O:23])[CH2:21][CH:16]([C:13]1[CH:14]=[CH:15][C:10]([Br:9])=[CH:11][C:12]=1[CH3:19])[C:17]#[N:18]. The catalyst is C1COCC1.O. (5) The reactants are C([S:8][C:9]1[CH:10]=[C:11]2[C:16](=[CH:17][CH:18]=1)[N:15]([C:19]1[CH:24]=[C:23]([F:25])[C:22]([Br:26])=[CH:21][C:20]=1[CH3:27])[C:14](=[O:28])[CH:13]=[CH:12]2)C1C=CC=CC=1.ClN1C(C)(C)C(=[O:37])N(Cl)C1=O.[F:40][C:41]1[C:46]([F:47])=[C:45]([F:48])[C:44]([F:49])=[C:43]([F:50])[C:42]=1[OH:51].C(N(CC)CC)C.[OH2:59]. The catalyst is C(O)(=O)C.C(#N)C. The product is [Br:26][C:22]1[C:23]([F:25])=[CH:24][C:19]([N:15]2[C:16]3[C:11](=[CH:10][C:9]([S:8]([O:51][C:42]4[C:41]([F:40])=[C:46]([F:47])[C:45]([F:48])=[C:44]([F:49])[C:43]=4[F:50])(=[O:37])=[O:59])=[CH:18][CH:17]=3)[CH:12]=[CH:13][C:14]2=[O:28])=[C:20]([CH3:27])[CH:21]=1. The yield is 0.850. (6) The reactants are Cl[C:2]1[C:7]([C:8]([NH:10][CH2:11][C:12]2[CH:17]=[C:16]([F:18])[CH:15]=[C:14](F)[CH:13]=2)=[O:9])=[C:6]([CH3:20])[CH:5]=[C:4]([Cl:21])[N:3]=1.C([O-])([O-])=O.[K+].[K+].[CH2:28]([SH:30])[CH3:29].O. The catalyst is CN(C=O)C. The product is [Cl:21][C:4]1[N:3]=[C:2]([S:30][CH2:28][CH3:29])[C:7]([C:8]([NH:10][CH2:11][C:12]2[CH:13]=[CH:14][CH:15]=[C:16]([F:18])[CH:17]=2)=[O:9])=[C:6]([CH3:20])[CH:5]=1. The yield is 0.760.